This data is from Forward reaction prediction with 1.9M reactions from USPTO patents (1976-2016). The task is: Predict the product of the given reaction. (1) Given the reactants [C:1]([C:3]1[CH:4]=[N:5][CH:6]=[C:7]([CH:20]=1)[C:8]([N:10]=[S@@:11]([CH3:19])(=[O:18])[C:12]1[CH:17]=[CH:16][CH:15]=[CH:14][CH:13]=1)=[O:9])#[CH:2].I[C:22]1[NH:26][C:25]([CH3:27])=[N:24][CH:23]=1, predict the reaction product. The product is: [CH3:27][C:25]1[NH:24][C:23]([C:2]#[C:1][C:3]2[CH:4]=[N:5][CH:6]=[C:7]([CH:20]=2)[C:8]([N:10]=[S@@:11]([CH3:19])(=[O:18])[C:12]2[CH:13]=[CH:14][CH:15]=[CH:16][CH:17]=2)=[O:9])=[CH:22][N:26]=1. (2) Given the reactants [CH3:1][N:2]([CH3:6])[C:3](Cl)=[O:4].[CH3:7][O:8][C:9]1[CH:14]=[CH:13][C:12]([N:15]2[C:19]([C:20]3[CH:25]=[CH:24][C:23]([O:26][CH3:27])=[CH:22][CH:21]=3)=[N:18][C:17]([OH:28])=[N:16]2)=[CH:11][CH:10]=1.N1C=CC=CC=1.O, predict the reaction product. The product is: [CH3:1][N:2]([CH3:6])[C:3](=[O:4])[O:28][C:17]1[N:18]=[C:19]([C:20]2[CH:25]=[CH:24][C:23]([O:26][CH3:27])=[CH:22][CH:21]=2)[N:15]([C:12]2[CH:11]=[CH:10][C:9]([O:8][CH3:7])=[CH:14][CH:13]=2)[N:16]=1. (3) Given the reactants [CH2:1]([C:5]1[N:6]=[C:7]([C:12]2[CH:17]=[CH:16][C:15]([C:18]([F:21])([F:20])[F:19])=[CH:14][CH:13]=2)[S:8][C:9]=1[CH2:10]Cl)[CH2:2][CH2:3][CH3:4].[Cl:22][C:23]1[CH:30]=[C:29]([OH:31])[CH:28]=[CH:27][C:24]=1[CH:25]=[O:26].C(=O)([O-])[O-].[Cs+].[Cs+].C(OCC)(=O)C, predict the reaction product. The product is: [CH2:1]([C:5]1[N:6]=[C:7]([C:12]2[CH:17]=[CH:16][C:15]([C:18]([F:21])([F:20])[F:19])=[CH:14][CH:13]=2)[S:8][C:9]=1[CH2:10][O:31][C:29]1[CH:28]=[CH:27][C:24]([CH:25]=[O:26])=[C:23]([Cl:22])[CH:30]=1)[CH2:2][CH2:3][CH3:4]. (4) Given the reactants [CH2:1]([N:3]([CH2:6][CH3:7])[CH2:4][CH3:5])[CH3:2].C(O[C:13]1[C:14](=[O:29])[C:15](=[O:28])[C:16]=1[CH:17]=[C:18]1[N:22]([CH3:23])[C:21]2[CH:24]=[CH:25][CH:26]=[CH:27][C:20]=2[S:19]1)CCC.[C:30](#[N:34])[CH2:31][C:32]#[N:33], predict the reaction product. The product is: [CH2:1]([NH+:3]([CH2:6][CH3:7])[CH2:4][CH3:5])[CH3:2].[C:32]([C:31]([C:30]#[N:34])=[C:13]1[C:14](=[O:29])[C:15]([O-:28])=[C:16]1[CH:17]=[C:18]1[N:22]([CH3:23])[C:21]2[CH:24]=[CH:25][CH:26]=[CH:27][C:20]=2[S:19]1)#[N:33].